Dataset: Experimentally validated miRNA-target interactions with 360,000+ pairs, plus equal number of negative samples. Task: Binary Classification. Given a miRNA mature sequence and a target amino acid sequence, predict their likelihood of interaction. The miRNA is mmu-miR-297c-3p with sequence UAUACAUACACACAUACCCAUA. The protein sequence of the target gene is MRSEGAAPRRAARYGALSLVLATLLGQVTESRGVMDNIQRFSSLPPYLPVSFHVLRAETAFFLKEANPDPLRNASLQSRVESFFIYKAQQPPVLNVSYGPYSAEKVIPLDLMLNPNFLGPTSKFPFDWRLKAYILQEKVYLSHPKVQVLFHIVGRDWDDHRDEKLPCLRVFAFRDSREVRGSCRLGGPLGLCVAQLEMLPGWFSPPAVVSGRRRPAERPEGSPVELYYAVQPGDERGDCTGGDTRKDNAIRPGKDGQEGRTSHLQKIGTISLYRAQDSNQLSELRLDGNVVIWLPSQPVK.... Result: 0 (no interaction).